Regression. Given a peptide amino acid sequence and an MHC pseudo amino acid sequence, predict their binding affinity value. This is MHC class I binding data. From a dataset of Peptide-MHC class I binding affinity with 185,985 pairs from IEDB/IMGT. (1) The peptide sequence is LTGKTLILL. The MHC is Mamu-A01 with pseudo-sequence Mamu-A01. The binding affinity (normalized) is 0.406. (2) The peptide sequence is QRASNVFDL. The MHC is HLA-B27:05 with pseudo-sequence HLA-B27:05. The binding affinity (normalized) is 0.525. (3) The peptide sequence is DVSRPTTVM. The MHC is HLA-A02:01 with pseudo-sequence HLA-A02:01. The binding affinity (normalized) is 0.